Dataset: Forward reaction prediction with 1.9M reactions from USPTO patents (1976-2016). Task: Predict the product of the given reaction. (1) Given the reactants [C:1]([C:3]1[CH:4]=[N:5][C:6]2[CH2:7][C:8]3[C:9]([N:28]=[CH:29][N:30]=3)=[CH:10][C:11]=2[C:12]=1[N:13]([C:16]1[CH:21]=[C:20](OC)[C:19]([O:24][CH3:25])=[C:18](OC)[CH:17]=1)[CH:14]=[O:15])#[N:2].CO[C:33]1[CH:34]=[C:35](C=[C:53](OC)[C:54]=1OC)N[C:33]1[C:54]2C=C3N=CN=C3C[C:53]=2N=[CH:35][C:34]=1C#N.NC1C=C2C(=CC=1N)N=CC(C#N)=C2NC1C=CC(OC2C=CC=CC=2)=CC=1.C(OC(OCC)OCC)(=O)C, predict the reaction product. The product is: [C:1]([C:3]1[CH:4]=[N:5][C:6]2[CH2:7][C:8]3[C:9]([N:28]=[CH:29][N:30]=3)=[CH:10][C:11]=2[C:12]=1[N:13]([C:16]1[CH:21]=[CH:20][C:19]([O:24][C:25]2[CH:35]=[CH:34][CH:33]=[CH:54][CH:53]=2)=[CH:18][CH:17]=1)[CH:14]=[O:15])#[N:2]. (2) Given the reactants Br[C:2]1[N:3]=[C:4]([CH3:9])[C:5]([NH2:8])=[N:6][CH:7]=1.[F:10][C:11]1[CH:12]=[C:13]([C:26]2[C:27]([S:32]([NH:35][CH3:36])(=[O:34])=[O:33])=[CH:28][CH:29]=[CH:30][CH:31]=2)[CH:14]=[CH:15][C:16]=1B1OC(C)(C)C(C)(C)O1, predict the reaction product. The product is: [NH2:8][C:5]1[N:6]=[CH:7][C:2]([C:16]2[CH:15]=[CH:14][C:13]([C:26]3[C:27]([S:32]([NH:35][CH3:36])(=[O:33])=[O:34])=[CH:28][CH:29]=[CH:30][CH:31]=3)=[CH:12][C:11]=2[F:10])=[N:3][C:4]=1[CH3:9]. (3) Given the reactants [Cl:1][C:2]1[CH:3]=[C:4]([C:9]2([C:14]([F:17])([F:16])[F:15])[CH2:13][CH2:12][NH:11][CH2:10]2)[CH:5]=[C:6]([Cl:8])[CH:7]=1.F[C:19]1[CH:26]=[CH:25][C:22]([C:23]#[N:24])=[C:21]([C:27]([F:30])([F:29])[F:28])[CH:20]=1.C(=O)([O-])[O-].[K+].[K+].CN(C)C=O, predict the reaction product. The product is: [Cl:8][C:6]1[CH:5]=[C:4]([C:9]2([C:14]([F:17])([F:16])[F:15])[CH2:13][CH2:12][N:11]([C:19]3[CH:26]=[CH:25][C:22]([C:23]#[N:24])=[C:21]([C:27]([F:28])([F:30])[F:29])[CH:20]=3)[CH2:10]2)[CH:3]=[C:2]([Cl:1])[CH:7]=1. (4) Given the reactants C(O)(=O)C(O)=O.[CH3:7][N:8]1[CH2:13][CH2:12][CH:11]([O:14][CH:15]2[C:24]3[CH:25]=[CH:26][CH:27]=[CH:28][C:23]=3[CH2:22][CH2:21][N:20]3[C:16]2=[N:17][C:18]([CH:29]=[CH2:30])=[CH:19]3)[CH2:10][CH2:9]1, predict the reaction product. The product is: [CH2:29]([C:18]1[N:17]=[C:16]2[N:20]([CH2:21][CH2:22][C:23]3[CH:28]=[CH:27][CH:26]=[CH:25][C:24]=3[CH:15]2[O:14][CH:11]2[CH2:12][CH2:13][N:8]([CH3:7])[CH2:9][CH2:10]2)[CH:19]=1)[CH3:30]. (5) Given the reactants [S:1](Cl)(Cl)=[O:2].[NH2:5][C:6]1[C:7]([CH3:16])=[C:8]([CH:13]=[CH:14][CH:15]=1)[C:9]([O:11][CH3:12])=[O:10].O, predict the reaction product. The product is: [CH3:16][C:7]1[C:6]([N:5]=[S:1]=[O:2])=[CH:15][CH:14]=[CH:13][C:8]=1[C:9]([O:11][CH3:12])=[O:10]. (6) Given the reactants [F:1][C:2]1[CH:22]=[CH:21][CH:20]=[CH:19][C:3]=1[CH2:4][C:5]1[N:9]2[CH:10]=[CH:11][CH:12]=[CH:13][C:8]2=[C:7]([C:14](OCC)=[O:15])[N:6]=1.[NH4+:23].CO, predict the reaction product. The product is: [F:1][C:2]1[CH:22]=[CH:21][CH:20]=[CH:19][C:3]=1[CH2:4][C:5]1[N:9]2[CH:10]=[CH:11][CH:12]=[CH:13][C:8]2=[C:7]([C:14]([NH2:23])=[O:15])[N:6]=1. (7) Given the reactants [CH:1]([N:4]1[C:9](=[O:10])[CH:8]=[CH:7][C:6]([C:11]#[C:12][Si](C)(C)C)=[N:5]1)([CH3:3])[CH3:2].[OH-].[Na+].Cl, predict the reaction product. The product is: [C:11]([C:6]1[CH:7]=[CH:8][C:9](=[O:10])[N:4]([CH:1]([CH3:2])[CH3:3])[N:5]=1)#[CH:12].